Dataset: Full USPTO retrosynthesis dataset with 1.9M reactions from patents (1976-2016). Task: Predict the reactants needed to synthesize the given product. (1) Given the product [C:2].[C:34].[CH3:34][C@@:35]12[C:43](=[O:44])[CH2:42][CH2:41][C@H:40]1[C@@H:39]1[CH2:45][CH:46]=[C:47]3[CH2:52][C@@H:51]([OH:53])[CH2:50][CH2:49][C@:48]3([CH3:54])[C@H:38]1[CH2:37][CH2:36]2, predict the reactants needed to synthesize it. The reactants are: O1C(O)C[C@@H](C(C)C)C[CH:2]1[C@H]([C@@H]1[C@]2(C)[C@@H]([C@H]3[C@H](CC2)[C@]2(C)C(CC(O)CC2)CC3)C(=O)C1)C.[CH3:34][C@@:35]12[C:43](=[O:44])[CH2:42][CH2:41][C@H:40]1[C@@H:39]1[CH2:45][CH:46]=[C:47]3[CH2:52][C@@H:51]([OH:53])[CH2:50][CH2:49][C@:48]3([CH3:54])[C@H:38]1[CH2:37][CH2:36]2. (2) Given the product [Br:14][CH2:12][C:11]([C:6]1[CH:7]=[CH:8][CH:9]=[CH:10][C:5]=1[O:4][CH:1]([CH3:3])[CH3:2])=[O:13], predict the reactants needed to synthesize it. The reactants are: [CH:1]([O:4][C:5]1[CH:10]=[CH:9][CH:8]=[CH:7][C:6]=1[C:11](=[O:13])[CH3:12])([CH3:3])[CH3:2].[Br:14]Br. (3) Given the product [OH:6][C:7]1[CH:8]=[C:9]([CH:27]=[C:28]([C:31]([O:33][CH3:34])=[O:32])[C:29]=1[OH:30])[CH:10]=[C:11]1[S:15][C:14](=[O:16])[N:13]([CH2:17][C:18]2[CH:23]=[CH:22][C:21]([Cl:24])=[CH:20][C:19]=2[Cl:25])[C:12]1=[O:26], predict the reactants needed to synthesize it. The reactants are: B(Br)(Br)Br.C[O:6][C:7]1[CH:8]=[C:9]([CH:27]=[C:28]([C:31]([O:33][CH3:34])=[O:32])[C:29]=1[OH:30])[CH:10]=[C:11]1[S:15][C:14](=[O:16])[N:13]([CH2:17][C:18]2[CH:23]=[CH:22][C:21]([Cl:24])=[CH:20][C:19]=2[Cl:25])[C:12]1=[O:26].O. (4) Given the product [CH3:1][O:2][C:3]([C:5]1[CH:6]=[CH:7][C:8]([N+:14]([O-:16])=[O:15])=[C:9]([CH:13]=1)[C:10]([N:18]1[CH2:23][CH2:22][CH:21]([C:24]([O:26][CH3:27])=[O:25])[CH2:20][CH2:19]1)=[O:12])=[O:4], predict the reactants needed to synthesize it. The reactants are: [CH3:1][O:2][C:3]([C:5]1[CH:6]=[CH:7][C:8]([N+:14]([O-:16])=[O:15])=[C:9]([CH:13]=1)[C:10]([OH:12])=O)=[O:4].Cl.[NH:18]1[CH2:23][CH2:22][CH:21]([C:24]([O:26][CH3:27])=[O:25])[CH2:20][CH2:19]1. (5) Given the product [CH3:30][O:29][C:22](=[O:28])[CH2:23][C:24]1[C:11]([C:13]2[CH:21]=[CH:20][C:16]3[O:17][CH2:18][O:19][C:15]=3[CH:14]=2)=[C:3]2[C:4]3[CH2:10][CH2:9][CH2:8][CH2:7][C:5]=3[S:6][C:2]2=[N:1][C:25]=1[CH3:27], predict the reactants needed to synthesize it. The reactants are: [NH2:1][C:2]1[S:6][C:5]2[CH2:7][CH2:8][CH2:9][CH2:10][C:4]=2[C:3]=1[C:11]([C:13]1[CH:21]=[CH:20][C:16]2[O:17][CH2:18][O:19][C:15]=2[CH:14]=1)=O.[C:22]([O:29][CH3:30])(=[O:28])[CH2:23][CH2:24][C:25]([CH3:27])=O.Cl[Si](C)(C)C. (6) Given the product [Cl:1][C:2]1[CH:7]=[CH:6][C:5]([NH:8][C:9]([NH:11][C:12]2[CH:17]=[C:16]([N:18]3[CH2:27][C:26]4[C:21](=[N:22][C:23]([NH:49][CH3:48])=[N:24][CH:25]=4)[N:20]([CH3:30])[C:19]3=[O:31])[CH:15]=[CH:14][C:13]=2[F:32])=[O:10])=[CH:4][C:3]=1[C:33]([F:36])([F:35])[F:34], predict the reactants needed to synthesize it. The reactants are: [Cl:1][C:2]1[CH:7]=[CH:6][C:5]([NH:8][C:9]([NH:11][C:12]2[CH:17]=[C:16]([N:18]3[CH2:27][C:26]4[C:21](=[N:22][C:23](SC)=[N:24][CH:25]=4)[N:20]([CH3:30])[C:19]3=[O:31])[CH:15]=[CH:14][C:13]=2[F:32])=[O:10])=[CH:4][C:3]=1[C:33]([F:36])([F:35])[F:34].C1C=C(Cl)C=C(C(OO)=O)C=1.[CH3:48][NH2:49]. (7) The reactants are: [C:1]([OH:6])(=O)[C:2]#[C:3][CH3:4].Cl.CN(C)CCCN=C=NCC.[NH2:19][C:20]1[CH:21]=[C:22]2[C:27](=[CH:28][CH:29]=1)[N:26]=[CH:25][N:24]=[C:23]2[NH:30][C:31]1[CH:36]=[CH:35][CH:34]=[C:33]([Br:37])[CH:32]=1. Given the product [Br:37][C:33]1[CH:32]=[C:31]([NH:30][C:23]2[C:22]3[C:27](=[CH:28][CH:29]=[C:20]([NH:19][C:1](=[O:6])[C:2]#[C:3][CH3:4])[CH:21]=3)[N:26]=[CH:25][N:24]=2)[CH:36]=[CH:35][CH:34]=1, predict the reactants needed to synthesize it. (8) The reactants are: [CH3:1][N:2]1[CH2:7][CH2:6][N:5]([C:8]([O:10][C@@H:11]2[N:20]([C:21]3[CH:22]=[CH:23][C:24]([Cl:27])=[CH:25][N:26]=3)[C:18](=[O:19])[C:13]3[N:14]=[CH:15][CH:16]=[N:17][C:12]2=3)=[O:9])[CH2:4][CH2:3]1.C(OCC)(=O)C.[C:34]([OH:44])(=[O:43])[C@@H:35]([C:37]1[CH:42]=[CH:41][CH:40]=[CH:39][CH:38]=1)[OH:36].CN1CCN(C(OC2N(C3C=CC(Cl)=CN=3)C(=O)C3N=CC=NC2=3)=O)CC1. Given the product [CH3:1][N:2]1[CH2:7][CH2:6][N:5]([C:8]([O:10][C@@H:11]2[N:20]([C:21]3[CH:22]=[CH:23][C:24]([Cl:27])=[CH:25][N:26]=3)[C:18](=[O:19])[C:13]3[N:14]=[CH:15][CH:16]=[N:17][C:12]2=3)=[O:9])[CH2:4][CH2:3]1.[C:34]([O-:44])(=[O:43])[C@@H:35]([C:37]1[CH:42]=[CH:41][CH:40]=[CH:39][CH:38]=1)[OH:36], predict the reactants needed to synthesize it.